From a dataset of Forward reaction prediction with 1.9M reactions from USPTO patents (1976-2016). Predict the product of the given reaction. (1) Given the reactants Br[C:2]1[C:3]([CH3:10])=[C:4]([NH2:9])[C:5]([CH3:8])=[CH:6][CH:7]=1.[NH:11]1[CH2:15][CH2:14][CH2:13][CH2:12]1.CC(C)([O-])C.[Na+], predict the reaction product. The product is: [CH3:10][C:3]1[C:2]([N:11]2[CH2:15][CH2:14][CH2:13][CH2:12]2)=[CH:7][CH:6]=[C:5]([CH3:8])[C:4]=1[NH2:9]. (2) Given the reactants [F:1][C:2]([F:11])([F:10])[C:3]1[N:8]=[CH:7][C:6]([OH:9])=[CH:5][CH:4]=1.[F:12][C:13]1[CH:14]=[C:15]([CH:18]=[C:19]([F:22])[C:20]=1F)[CH:16]=[O:17], predict the reaction product. The product is: [F:12][C:13]1[CH:14]=[C:15]([CH:18]=[C:19]([F:22])[C:20]=1[O:9][C:6]1[CH:7]=[N:8][C:3]([C:2]([F:1])([F:10])[F:11])=[CH:4][CH:5]=1)[CH:16]=[O:17]. (3) The product is: [CH3:21][O:20][C:17]1[CH:18]=[CH:19][C:14]([N:9]2[C:7]([C:6]3[CH:22]=[CH:23][C:3]([O:2][CH3:1])=[CH:4][CH:5]=3)=[N:12][C:11]([SH:13])=[N:10]2)=[CH:15][CH:16]=1. Given the reactants [CH3:1][O:2][C:3]1[CH:23]=[CH:22][C:6]([C:7]([N:9]([C:14]2[CH:19]=[CH:18][C:17]([O:20][CH3:21])=[CH:16][CH:15]=2)[NH:10][C:11](=[S:13])[NH2:12])=O)=[CH:5][CH:4]=1.C(O)C, predict the reaction product. (4) Given the reactants [Br:1][C:2]1[CH:3]=[N:4][CH:5]=[C:6]([CH:10]=1)[C:7](O)=[O:8].C(N(CC)CC)C.C(OC(Cl)=O)C.[BH4-].[Na+], predict the reaction product. The product is: [Br:1][C:2]1[CH:10]=[C:6]([CH2:7][OH:8])[CH:5]=[N:4][CH:3]=1. (5) Given the reactants Cl[C:2]1[N:7]=[N:6][C:5]([C:8]([O:10][CH3:11])=[O:9])=[CH:4][CH:3]=1.[CH2:12]([O:14][CH:15]=[CH:16][Sn])[CH3:13], predict the reaction product. The product is: [CH2:15]([O:14][C:12]([C:2]1[N:7]=[N:6][C:5]([C:8]([O:10][CH3:11])=[O:9])=[CH:4][CH:3]=1)=[CH2:13])[CH3:16]. (6) Given the reactants Cl.[Br:2][C:3]1[CH:4]=[N:5][CH:6]=[C:7]([CH2:9]Cl)[CH:8]=1.[CH3:11][O:12][CH2:13][CH2:14][NH2:15].C(=O)([O-])[O-].[K+].[K+].O, predict the reaction product. The product is: [NH3:5].[Br:2][C:3]1[CH:8]=[C:7]([CH2:9][NH:15][CH2:14][CH2:13][O:12][CH3:11])[CH:6]=[N:5][CH:4]=1.